This data is from Full USPTO retrosynthesis dataset with 1.9M reactions from patents (1976-2016). The task is: Predict the reactants needed to synthesize the given product. (1) Given the product [F:8][C:4]1[CH:5]=[C:6]([N+:17]([O-:19])=[O:18])[CH:7]=[C:2]([F:1])[C:3]=1[N:9]1[CH2:10][CH2:11][S:12](=[O:16])(=[O:15])[CH2:13][CH2:14]1, predict the reactants needed to synthesize it. The reactants are: [F:1][C:2]1[CH:7]=[CH:6][CH:5]=[C:4]([F:8])[C:3]=1[N:9]1[CH2:14][CH2:13][S:12](=[O:16])(=[O:15])[CH2:11][CH2:10]1.[N+:17]([O-])([OH:19])=[O:18].O. (2) The reactants are: [C:1]([O:5][C:6]([N:8]1[C@H:14]([C:15]([OH:17])=O)[CH2:13][CH2:12][C:9]21[CH2:11][CH2:10]2)=[O:7])([CH3:4])([CH3:3])[CH3:2].CCN(C(C)C)C(C)C.CN(C(ON1N=NC2C=CC=NC1=2)=[N+](C)C)C.F[P-](F)(F)(F)(F)F.[F:51][C:52]([F:68])([F:67])[C:53]1[N:58]=[CH:57][C:56]([C:59]2[N:64]=[CH:63][N:62]=[C:61]([CH2:65][NH2:66])[CH:60]=2)=[CH:55][N:54]=1. Given the product [F:68][C:52]([F:51])([F:67])[C:53]1[N:58]=[CH:57][C:56]([C:59]2[N:64]=[CH:63][N:62]=[C:61]([CH2:65][NH:66][C:15]([C@@H:14]3[CH2:13][CH2:12][C:9]4([CH2:10][CH2:11]4)[N:8]3[C:6]([O:5][C:1]([CH3:2])([CH3:3])[CH3:4])=[O:7])=[O:17])[CH:60]=2)=[CH:55][N:54]=1, predict the reactants needed to synthesize it.